Dataset: Reaction yield outcomes from USPTO patents with 853,638 reactions. Task: Predict the reaction yield, written as a fraction of the theoretical maximum amount of product (1.0 means a 100% yield; for example, 0.34 means a 34% yield). (1) The reactants are [CH3:1][O:2][CH2:3][CH2:4][CH2:5][O:6][C:7]1[CH:12]=[CH:11][N:10]=[C:9]([CH2:13][S:14][C:15]2[NH:19][C:18]3[CH:20]=[CH:21][CH:22]=[CH:23][C:17]=3[N:16]=2)[C:8]=1[CH3:24].[OH-:25].[Na+].O. The catalyst is ClCCl. The product is [CH3:1][O:2][CH2:3][CH2:4][CH2:5][O:6][C:7]1[CH:12]=[CH:11][N:10]=[C:9]([CH2:13][S:14]([C:15]2[NH:16][C:17]3[CH:23]=[CH:22][CH:21]=[CH:20][C:18]=3[N:19]=2)=[O:25])[C:8]=1[CH3:24]. The yield is 0.327. (2) The reactants are [CH3:1][C:2]1[N:3]([CH2:29][C:30]([O:32]CC)=[O:31])[C:4]2[CH2:5][C:6]([CH3:28])([CH3:27])[CH2:7][C:8](=[O:26])[C:9]=2[C:10]=1[CH2:11][C:12]1[CH:17]=[CH:16][CH:15]=[CH:14][C:13]=1[S:18]([N:21]1[CH2:25][CH2:24][CH2:23][CH2:22]1)(=[O:20])=[O:19].[OH-].[Na+]. The product is [CH3:1][C:2]1[N:3]([CH2:29][C:30]([OH:32])=[O:31])[C:4]2[CH2:5][C:6]([CH3:28])([CH3:27])[CH2:7][C:8](=[O:26])[C:9]=2[C:10]=1[CH2:11][C:12]1[CH:17]=[CH:16][CH:15]=[CH:14][C:13]=1[S:18]([N:21]1[CH2:25][CH2:24][CH2:23][CH2:22]1)(=[O:20])=[O:19]. The catalyst is C1COCC1.O. The yield is 0.870. (3) The reactants are [CH:1]1([CH:7]([NH:24][C:25]2[CH:33]=[CH:32][C:28]([C:29](O)=[O:30])=[CH:27][CH:26]=2)[C:8]2[O:9][C:10]3[CH:22]=[CH:21][C:20]([F:23])=[CH:19][C:11]=3[C:12]=2[CH2:13][O:14][CH2:15][CH2:16][O:17][CH3:18])[CH2:6][CH2:5][CH2:4][CH2:3][CH2:2]1.Cl.[CH2:35]([O:37][C:38](=[O:42])[CH2:39][CH2:40][NH2:41])[CH3:36].O.ON1C2C=CC=CC=2N=N1.Cl.C(N=C=NCCCN(C)C)C.[Cl-].[NH4+]. The catalyst is CN(C)C=O.C(N(CC)CC)C. The product is [CH:1]1([CH:7]([NH:24][C:25]2[CH:26]=[CH:27][C:28]([C:29]([NH:41][CH2:40][CH2:39][C:38]([O:37][CH2:35][CH3:36])=[O:42])=[O:30])=[CH:32][CH:33]=2)[C:8]2[O:9][C:10]3[CH:22]=[CH:21][C:20]([F:23])=[CH:19][C:11]=3[C:12]=2[CH2:13][O:14][CH2:15][CH2:16][O:17][CH3:18])[CH2:2][CH2:3][CH2:4][CH2:5][CH2:6]1. The yield is 0.890. (4) The reactants are [Br:1][C:2]1[CH:7]=[C:6]([F:8])[CH:5]=[CH:4][C:3]=1[OH:9].[H-].[Na+].[H][H].[Br:14][CH2:15][CH2:16][CH2:17]Br. The catalyst is O1CCCC1.C(O)C. The product is [Br:1][C:2]1[CH:7]=[C:6]([F:8])[CH:5]=[CH:4][C:3]=1[O:9][CH2:17][CH2:16][CH2:15][Br:14]. The yield is 0.600. (5) The reactants are [NH:1]1[CH2:6][CH2:5][CH2:4][CH:3]([CH2:7][O:8][N:9]=[C:10]2[CH2:15][CH2:14][N:13]([S:16]([C:19]3[CH:24]=[CH:23][C:22]([O:25][C:26]([F:29])([F:28])[F:27])=[CH:21][CH:20]=3)(=[O:18])=[O:17])[CH2:12][CH2:11]2)[CH2:2]1.C=O.[C:32](O[BH-](OC(=O)C)OC(=O)C)(=O)C.[Na+]. The catalyst is O1CCCC1. The product is [CH3:32][N:1]1[CH2:6][CH2:5][CH2:4][CH:3]([CH2:7][O:8][N:9]=[C:10]2[CH2:11][CH2:12][N:13]([S:16]([C:19]3[CH:20]=[CH:21][C:22]([O:25][C:26]([F:28])([F:29])[F:27])=[CH:23][CH:24]=3)(=[O:17])=[O:18])[CH2:14][CH2:15]2)[CH2:2]1. The yield is 0.950. (6) The reactants are [OH:1][C@@H:2]1[C@H:6]2[N:7]([C:21]([O:23][CH2:24][C:25]3[CH:30]=[CH:29][CH:28]=[CH:27][CH:26]=3)=[O:22])[CH2:8][C@@H:9](OS(C3C=CC(C)=CC=3)(=O)=O)[C@H:5]2[O:4][CH2:3]1.[CH3:31][NH2:32]. The catalyst is C(O)C. The product is [OH:1][C@@H:2]1[C@H:6]2[N:7]([C:21]([O:23][CH2:24][C:25]3[CH:30]=[CH:29][CH:28]=[CH:27][CH:26]=3)=[O:22])[CH2:8][C@H:9]([NH:32][CH3:31])[C@H:5]2[O:4][CH2:3]1. The yield is 0.350. (7) The reactants are [N:1]([CH2:4][C@@H:5]1[C@H:9]2[O:10][C:11]([CH3:14])([CH3:13])[O:12][C@H:8]2[C@H:7]([N:15]2[CH:23]=[N:22][C:21]3[C:16]2=[N:17][CH:18]=[N:19][C:20]=3[NH:24][CH2:25][C:26]2[CH:31]=[CH:30][C:29]([O:32][CH3:33])=[CH:28][C:27]=2[O:34][CH3:35])[CH2:6]1)=[N+]=[N-].CP(C)C.O. The catalyst is C1COCC1.C(Cl)Cl. The product is [NH2:1][CH2:4][C@@H:5]1[C@H:9]2[O:10][C:11]([CH3:13])([CH3:14])[O:12][C@H:8]2[C@H:7]([N:15]2[CH:23]=[N:22][C:21]3[C:16]2=[N:17][CH:18]=[N:19][C:20]=3[NH:24][CH2:25][C:26]2[CH:31]=[CH:30][C:29]([O:32][CH3:33])=[CH:28][C:27]=2[O:34][CH3:35])[CH2:6]1. The yield is 0.980. (8) The reactants are [F:1][C:2]([P:20](=[O:27])([O:24][CH2:25][CH3:26])[O:21][CH2:22][CH3:23])([F:19])[CH2:3][CH2:4][O:5][CH2:6][CH2:7][O:8][C:9]1[CH:14]=[CH:13][C:12]([CH:15]=O)=[C:11]([O:17][CH3:18])[CH:10]=1.N1CCCCC1.C(O)(=O)C.[C:38]([O:44][CH2:45][CH3:46])(=[O:43])[CH2:39][C:40]([CH3:42])=[O:41]. The catalyst is C1(C)C=CC=CC=1. The product is [CH2:22]([O:21][P:20]([C:2]([F:19])([F:1])[CH2:3][CH2:4][O:5][CH2:6][CH2:7][O:8][C:9]1[CH:14]=[CH:13][C:12](/[CH:15]=[C:39](\[C:40](=[O:41])[CH3:42])/[C:38]([O:44][CH2:45][CH3:46])=[O:43])=[C:11]([O:17][CH3:18])[CH:10]=1)([O:24][CH2:25][CH3:26])=[O:27])[CH3:23]. The yield is 0.780.